This data is from Catalyst prediction with 721,799 reactions and 888 catalyst types from USPTO. The task is: Predict which catalyst facilitates the given reaction. (1) Reactant: Cl.[CH:2]1([N:5]([CH:19]2[CH2:24][CH2:23][CH2:22][NH:21][CH2:20]2)[S:6]([C:9]2[CH:14]=[CH:13][CH:12]=[C:11]([C:15]([F:18])([F:17])[F:16])[CH:10]=2)(=[O:8])=[O:7])[CH2:4][CH2:3]1.C([N:27]([CH2:30][CH3:31])CC)C.ON1[C:37]2C=CC=[CH:41][C:36]=2N=N1.N(C(OC(C)C)=O)=N[C:44](OC(C)C)=[O:45]. Product: [NH2:27][C@@H:30]([CH2:31][CH:36]([CH3:41])[CH3:37])[C:44]([N:21]1[CH2:22][CH2:23][CH2:24][CH:19]([N:5]([CH:2]2[CH2:4][CH2:3]2)[S:6]([C:9]2[CH:14]=[CH:13][CH:12]=[C:11]([C:15]([F:18])([F:16])[F:17])[CH:10]=2)(=[O:7])=[O:8])[CH2:20]1)=[O:45]. The catalyst class is: 4. (2) Reactant: CCN(C(C)C)C(C)C.[Cl:10][C:11]1[CH:19]=[CH:18][CH:17]=[C:16]([Cl:20])[C:12]=1[C:13]([OH:15])=O.C1C=CC2N(O)N=NC=2C=1.CCN=C=NCCCN(C)C.[O:42]=[C:43]([N:60]1[CH2:65][CH2:64][NH:63][CH2:62][CH2:61]1)[CH2:44][NH:45][C:46]([C:48]1[CH:53]=[CH:52][C:51]([C:54]2[CH:59]=[CH:58][CH:57]=[CH:56][CH:55]=2)=[CH:50][CH:49]=1)=[O:47]. Product: [Cl:20][C:16]1[CH:17]=[CH:18][CH:19]=[C:11]([Cl:10])[C:12]=1[C:13]([N:63]1[CH2:62][CH2:61][N:60]([C:43](=[O:42])[CH2:44][NH:45][C:46]([C:48]2[CH:53]=[CH:52][C:51]([C:54]3[CH:59]=[CH:58][CH:57]=[CH:56][CH:55]=3)=[CH:50][CH:49]=2)=[O:47])[CH2:65][CH2:64]1)=[O:15]. The catalyst class is: 18. (3) Reactant: [CH3:1][N:2]1[CH2:7][CH2:6][NH:5][CH2:4][CH2:3]1.CN1C(=O)CCC1.C(N(CC)CC)C.F[C:23]1[CH:24]=[CH:25][C:26]([N+:31]([O-:33])=[O:32])=[C:27]([C:29]=1[F:30])[NH2:28]. Product: [F:30][C:29]1[C:23]([N:5]2[CH2:6][CH2:7][N:2]([CH3:1])[CH2:3][CH2:4]2)=[CH:24][CH:25]=[C:26]([N+:31]([O-:33])=[O:32])[C:27]=1[NH2:28]. The catalyst class is: 6. (4) Reactant: [NH2:1][C:2]([C:5]1[CH:6]=[CH:7][C:8]([NH:11][C:12]2[C:17](=[O:18])[N:16]([CH3:19])[CH:15]=[C:14]([C:20]3[CH:30]=[CH:29][CH:28]=[C:27]([N:31]4[N:40]=[CH:39][C:38]5[C:33](=[C:34]([F:45])[CH:35]=[C:36]([C:41]([CH3:44])([CH3:43])[CH3:42])[CH:37]=5)[C:32]4=[O:46])[C:21]=3[CH2:22][O:23]C(=O)C)[CH:13]=2)=[N:9][CH:10]=1)([CH3:4])[CH3:3].O.[OH-].[Li+].CO. Product: [NH2:1][C:2]([C:5]1[CH:6]=[CH:7][C:8]([NH:11][C:12]2[C:17](=[O:18])[N:16]([CH3:19])[CH:15]=[C:14]([C:20]3[C:21]([CH2:22][OH:23])=[C:27]([N:31]4[N:40]=[CH:39][C:38]5[C:33](=[C:34]([F:45])[CH:35]=[C:36]([C:41]([CH3:42])([CH3:43])[CH3:44])[CH:37]=5)[C:32]4=[O:46])[CH:28]=[CH:29][CH:30]=3)[CH:13]=2)=[N:9][CH:10]=1)([CH3:4])[CH3:3]. The catalyst class is: 12. (5) The catalyst class is: 1. Product: [CH:1]1([C@H:7]([NH:12][C:13]([C:15]2[CH:19]=[C:18]([C:20]3[CH:25]=[CH:24][C:23]([F:26])=[CH:22][C:21]=3[CH3:27])[S:17][C:16]=2[NH:28][C:29]([NH:31][C:32]2[C:33]([Cl:39])=[CH:34][CH:35]=[CH:36][C:37]=2[Cl:38])=[O:30])=[O:14])[C:8]([OH:10])=[O:9])[CH2:6][CH2:5][CH2:4][CH2:3][CH2:2]1. Reactant: [CH:1]1([C@H:7]([NH:12][C:13]([C:15]2[CH:19]=[C:18]([C:20]3[CH:25]=[CH:24][C:23]([F:26])=[CH:22][C:21]=3[CH3:27])[S:17][C:16]=2[NH:28][C:29]([NH:31][C:32]2[C:37]([Cl:38])=[CH:36][CH:35]=[CH:34][C:33]=2[Cl:39])=[O:30])=[O:14])[C:8]([O:10]C)=[O:9])[CH2:6][CH2:5][CH2:4][CH2:3][CH2:2]1.[OH-].[Li+]. (6) Reactant: [F:1][C:2]1[CH:7]=[CH:6][C:5]([C:8]2[CH:25]=[C:11]3[CH:12]=[C:13]([C:16]4[CH:17]=[C:18]([C:22](=[O:24])[CH3:23])[CH:19]=[CH:20][CH:21]=4)[CH:14]=[CH:15][N:10]3[N:9]=2)=[CH:4][CH:3]=1.[C:26]([Mg]Br)#[CH:27]. Product: [F:1][C:2]1[CH:3]=[CH:4][C:5]([C:8]2[CH:25]=[C:11]3[CH:12]=[C:13]([C:16]4[CH:17]=[C:18]([C:22]([OH:24])([C:26]#[CH:27])[CH3:23])[CH:19]=[CH:20][CH:21]=4)[CH:14]=[CH:15][N:10]3[N:9]=2)=[CH:6][CH:7]=1. The catalyst class is: 7.